Dataset: Reaction yield outcomes from USPTO patents with 853,638 reactions. Task: Predict the reaction yield, written as a fraction of the theoretical maximum amount of product (1.0 means a 100% yield; for example, 0.34 means a 34% yield). (1) The reactants are [Cl:1][C:2]1[S:3][C:4]([CH2:7]O)=[CH:5][N:6]=1.S(Cl)(Cl)=O.C(N(CC)CC)C.[NH:20]1[C:28]2[C:23](=[CH:24][CH:25]=[CH:26][CH:27]=2)[C:22]2([C:32]3=[CH:33][C:34]4[O:38][CH2:37][O:36][C:35]=4[CH:39]=[C:31]3[O:30][CH2:29]2)[C:21]1=[O:40].C(=O)([O-])[O-].[Cs+].[Cs+]. The catalyst is C(Cl)Cl. The product is [Cl:1][C:2]1[S:3][C:4]([CH2:7][N:20]2[C:28]3[C:23](=[CH:24][CH:25]=[CH:26][CH:27]=3)[C:22]3([C:32]4=[CH:33][C:34]5[O:38][CH2:37][O:36][C:35]=5[CH:39]=[C:31]4[O:30][CH2:29]3)[C:21]2=[O:40])=[CH:5][N:6]=1. The yield is 0.0340. (2) The catalyst is C(Cl)Cl. The yield is 0.470. The product is [F:29][C:28]([F:31])([F:30])[CH2:27][N:23]1[C:22]([C:16]2[N:15]=[C:14]3[C:13]4[CH:32]=[CH:33][C:10]([O:9][C@@H:7]([CH3:8])[C:6]([NH2:43])=[O:5])=[CH:11][C:12]=4[O:21][CH2:20][CH2:19][N:18]3[CH:17]=2)=[N:26][CH:25]=[N:24]1. The reactants are C([O:5][C:6](=O)[C@@H:7]([O:9][C:10]1[CH:33]=[CH:32][C:13]2[C:14]3[N:18]([CH2:19][CH2:20][O:21][C:12]=2[CH:11]=1)[CH:17]=[C:16]([C:22]1[N:23]([CH2:27][C:28]([F:31])([F:30])[F:29])[N:24]=[CH:25][N:26]=1)[N:15]=3)[CH3:8])(C)(C)C.C(O)(C(F)(F)F)=O.C[N:43](C(ON1N=NC2C=CC=NC1=2)=[N+](C)C)C.F[P-](F)(F)(F)(F)F.[Cl-].[NH4+].C(N(CC)CC)C. (3) The reactants are [F:1][C:2]1[CH:18]=[CH:17][C:5]([CH2:6][N:7]2[CH:12]=[CH:11][CH:10]=[C:9]([C:13]([OH:15])=O)[C:8]2=[O:16])=[CH:4][CH:3]=1.[ClH:19].Cl.[F:21][C:22]1[CH:23]=[C:24]([NH:49]C(NC(=O)CC2C=CC(F)=CC=2)=S)[CH:25]=[CH:26][C:27]=1[O:28][C:29]1[C:34]2=[C:35]([CH3:48])C(OCCN3CCN(C)CC3)=CN2N=CN=1.C[N:64]([C:66](ON1N=NC2C=CC=CC1=2)=[N+:67]([CH3:69])C)C.[B-](F)(F)(F)F.[CH3:85]CN(C(C)C)C(C)C. The catalyst is CN(C=O)C. The product is [ClH:19].[NH:64]1[C:66]2=[N:67][CH:69]=[CH:85][C:29]([O:28][C:27]3[CH:26]=[CH:25][C:24]([NH:49][C:13]([C:9]4[C:8](=[O:16])[N:7]([CH2:6][C:5]5[CH:4]=[CH:3][C:2]([F:1])=[CH:18][CH:17]=5)[CH:12]=[CH:11][CH:10]=4)=[O:15])=[CH:23][C:22]=3[F:21])=[C:34]2[CH:35]=[CH:48]1. The yield is 0.590.